This data is from Forward reaction prediction with 1.9M reactions from USPTO patents (1976-2016). The task is: Predict the product of the given reaction. (1) Given the reactants Cl[C:2]1[N:7]2[N:8]=[C:9]([C:11]3[CH:16]=[CH:15][CH:14]=[CH:13][CH:12]=3)[CH:10]=[C:6]2[N:5]=[C:4]([C:17]2[O:18][CH:19]=[CH:20][CH:21]=2)[CH:3]=1.[O:22]1[CH:26]=[CH:25][C:24]([C:27]([N:29]2[CH2:34][CH2:33][NH:32][CH2:31][CH2:30]2)=[O:28])=[CH:23]1.C(N(C(C)C)C(C)C)C, predict the reaction product. The product is: [O:18]1[CH:19]=[CH:20][CH:21]=[C:17]1[C:4]1[CH:3]=[C:2]([N:32]2[CH2:33][CH2:34][N:29]([C:27]([C:24]3[CH:25]=[CH:26][O:22][CH:23]=3)=[O:28])[CH2:30][CH2:31]2)[N:7]2[N:8]=[C:9]([C:11]3[CH:16]=[CH:15][CH:14]=[CH:13][CH:12]=3)[CH:10]=[C:6]2[N:5]=1. (2) The product is: [Cl:18][C:14]1[CH:13]=[C:12]([CH:17]=[CH:16][CH:15]=1)[CH2:11][N:10]1[C:6]([C:4]([OH:5])=[O:3])=[C:7]([C:33]2[CH:34]=[CH:35][C:36]([O:39][C:40]([F:41])([F:43])[F:42])=[CH:37][CH:38]=2)[C:8]2[S:21][C:20]([C:22]3[CH:27]=[CH:26][C:25]([O:28][C:29]([F:30])([F:31])[F:32])=[CH:24][CH:23]=3)=[CH:19][C:9]1=2. Given the reactants C([O:3][C:4]([C:6]1[N:10]([CH2:11][C:12]2[CH:17]=[CH:16][CH:15]=[C:14]([Cl:18])[CH:13]=2)[C:9]2[CH:19]=[C:20]([C:22]3[CH:27]=[CH:26][C:25]([O:28][C:29]([F:32])([F:31])[F:30])=[CH:24][CH:23]=3)[S:21][C:8]=2[C:7]=1[C:33]1[CH:38]=[CH:37][C:36]([O:39][C:40]([F:43])([F:42])[F:41])=[CH:35][CH:34]=1)=[O:5])C.[OH-].[K+].CC#N.Cl, predict the reaction product. (3) The product is: [Br:22][C:20]1[CH:21]=[C:16]([NH:14][C:11]2[CH:10]=[CH:9][C:8]([CH:5]3[CH2:6][CH2:7][N:2]([CH3:1])[CH2:3][CH2:4]3)=[CH:13][N:12]=2)[C:17](=[O:24])[N:18]([CH3:23])[CH:19]=1. Given the reactants [CH3:1][N:2]1[CH2:7][CH2:6][CH:5]([C:8]2[CH:9]=[CH:10][C:11]([NH2:14])=[N:12][CH:13]=2)[CH2:4][CH2:3]1.Br[C:16]1[C:17](=[O:24])[N:18]([CH3:23])[CH:19]=[C:20]([Br:22])[CH:21]=1.CC1(C)C2C(=C(P(C3C=CC=CC=3)C3C=CC=CC=3)C=CC=2)OC2C(P(C3C=CC=CC=3)C3C=CC=CC=3)=CC=CC1=2.C([O-])([O-])=O.[Cs+].[Cs+], predict the reaction product. (4) Given the reactants C[O:2][C:3]([C:5]1[S:9][N:8]=[N:7][C:6]=1[CH3:10])=[O:4].[OH-].[Na+].Cl, predict the reaction product. The product is: [CH3:10][C:6]1[N:7]=[N:8][S:9][C:5]=1[C:3]([OH:4])=[O:2]. (5) Given the reactants [C:1]([C:5]1[O:9][N:8]=[C:7]([NH:10][C:11](=[O:45])[NH:12][C:13]2[CH:14]=[C:15]([CH:42]=[CH:43][CH:44]=2)[O:16][C:17]2[C:26]3[C:21](=[CH:22][C:23]([O:29][C@H:30]4[CH2:34][CH2:33][N:32](C(OC(C)(C)C)=O)[CH2:31]4)=[C:24]([O:27][CH3:28])[CH:25]=3)[N:20]=[CH:19][N:18]=2)[CH:6]=1)([CH3:4])([CH3:3])[CH3:2].[ClH:46], predict the reaction product. The product is: [ClH:46].[ClH:46].[C:1]([C:5]1[O:9][N:8]=[C:7]([NH:10][C:11]([NH:12][C:13]2[CH:44]=[CH:43][CH:42]=[C:15]([O:16][C:17]3[C:26]4[C:21](=[CH:22][C:23]([O:29][C@H:30]5[CH2:34][CH2:33][NH:32][CH2:31]5)=[C:24]([O:27][CH3:28])[CH:25]=4)[N:20]=[CH:19][N:18]=3)[CH:14]=2)=[O:45])[CH:6]=1)([CH3:4])([CH3:2])[CH3:3]. (6) Given the reactants [CH2:1](OCC)C.[CH2:6]([Mg]Cl)[C:7]1[CH:12]=[CH:11][CH:10]=[CH:9][CH:8]=1.[C:15](=[S:17])=[S:16], predict the reaction product. The product is: [C:7]1([CH2:6][CH2:1][C:15]([SH:17])=[S:16])[CH:12]=[CH:11][CH:10]=[CH:9][CH:8]=1. (7) Given the reactants C([N:8]1[CH2:13][CH2:12][N:11]2[C:14](=[O:17])[CH2:15][CH2:16][C@@H:10]2[CH2:9]1)C1C=CC=CC=1.C([O-])=O.[NH4+], predict the reaction product. The product is: [CH2:9]1[NH:8][CH2:13][CH2:12][N:11]2[C:14](=[O:17])[CH2:15][CH2:16][C@H:10]12. (8) The product is: [OH:1][C:2]1[C:10]([N+:13]([O-:15])=[O:14])=[CH:9][CH:8]=[C:7]([O:11][CH3:12])[C:3]=1[C:4]([NH2:6])=[O:5]. Given the reactants [OH:1][C:2]1[CH:10]=[CH:9][CH:8]=[C:7]([O:11][CH3:12])[C:3]=1[C:4]([NH2:6])=[O:5].[N+:13]([O-])([OH:15])=[O:14], predict the reaction product. (9) Given the reactants [CH3:1][N:2]1[CH:6]=[CH:5][N:4]=[C:3]1[S:7][CH2:8][C:9]1[CH:10]=[CH:11][CH:12]=[C:13]2[C:17]=1[NH:16][C:15]([C:18]1[S:19][CH:20]=[CH:21][N:22]=1)=[CH:14]2.ClC1C=CC=C(C(OO)=[O:31])C=1.C(=O)([O-])O.[Na+], predict the reaction product. The product is: [CH3:1][N:2]1[CH:6]=[CH:5][N:4]=[C:3]1[S:7]([CH2:8][C:9]1[CH:10]=[CH:11][CH:12]=[C:13]2[C:17]=1[NH:16][C:15]([C:18]1[S:19][CH:20]=[CH:21][N:22]=1)=[CH:14]2)=[O:31]. (10) Given the reactants [Br:1][C:2]1[CH:6]=[C:5]([C:7]2[O:12][C:11](=[O:13])[C:10]3[CH:14]=[C:15](I)[CH:16]=[C:17]([CH3:18])[C:9]=3[N:8]=2)[N:4]([C:20]2[C:25]([Cl:26])=[CH:24][CH:23]=[CH:22][N:21]=2)[N:3]=1.[Cu][C:28]#[N:29], predict the reaction product. The product is: [Br:1][C:2]1[CH:6]=[C:5]([C:7]2[O:12][C:11](=[O:13])[C:10]3[CH:14]=[C:15]([C:28]#[N:29])[CH:16]=[C:17]([CH3:18])[C:9]=3[N:8]=2)[N:4]([C:20]2[C:25]([Cl:26])=[CH:24][CH:23]=[CH:22][N:21]=2)[N:3]=1.